From a dataset of Catalyst prediction with 721,799 reactions and 888 catalyst types from USPTO. Predict which catalyst facilitates the given reaction. (1) Reactant: Br[C:2]1[C:3]([O:18][CH2:19][C:20]2[C:21]([C:26]3[CH:31]=[CH:30][CH:29]=[CH:28][CH:27]=3)=[N:22][O:23][C:24]=2[CH3:25])=[N:4][C:5]([CH3:17])=[C:6]([CH:16]=1)[C:7]([NH:9][CH:10]1[CH2:15][CH2:14][O:13][CH2:12][CH2:11]1)=[O:8].C([O-])=O.[NH4+]. Product: [CH3:17][C:5]1[N:4]=[C:3]([O:18][CH2:19][C:20]2[C:21]([C:26]3[CH:31]=[CH:30][CH:29]=[CH:28][CH:27]=3)=[N:22][O:23][C:24]=2[CH3:25])[CH:2]=[CH:16][C:6]=1[C:7]([NH:9][CH:10]1[CH2:11][CH2:12][O:13][CH2:14][CH2:15]1)=[O:8]. The catalyst class is: 403. (2) Reactant: [Br:1][C:2]1[CH:13]=[C:6]2[C:7](O[C:10](=O)[NH:11][C:5]2=[CH:4][CH:3]=1)=[O:8].C([O-])(=O)C.C(N)=[NH2+:19]. Product: [Br:1][C:2]1[CH:13]=[C:6]2[C:5](=[CH:4][CH:3]=1)[N:11]=[CH:10][NH:19][C:7]2=[O:8]. The catalyst class is: 41. (3) Reactant: [C:1]([O:5][C:6]([N:8]1[CH2:13][CH2:12][C:11](=[O:14])[C:10]([CH3:16])([CH3:15])[CH2:9]1)=[O:7])([CH3:4])([CH3:3])[CH3:2].[Cl:17][C:18]1[CH:23]=[CH:22][C:21]([Mg]Br)=[CH:20][CH:19]=1. Product: [C:1]([O:5][C:6]([N:8]1[CH2:13][CH2:12][C:11]([C:21]2[CH:22]=[CH:23][C:18]([Cl:17])=[CH:19][CH:20]=2)([OH:14])[C:10]([CH3:16])([CH3:15])[CH2:9]1)=[O:7])([CH3:4])([CH3:2])[CH3:3]. The catalyst class is: 1. (4) Reactant: [Cl:1][C:2]1[CH:3]=[C:4]2[C:10]([C:11]3[N:16]=[C:15]([O:17][C:18]4([C:21]([O:23]C)=[O:22])[CH2:20][CH2:19]4)[CH:14]=[N:13][CH:12]=3)=[CH:9][N:8](S(C3C=CC(C)=CC=3)(=O)=O)[C:5]2=[N:6][CH:7]=1.[OH-].[Na+]. Product: [Cl:1][C:2]1[CH:3]=[C:4]2[C:10]([C:11]3[N:16]=[C:15]([O:17][C:18]4([C:21]([OH:23])=[O:22])[CH2:19][CH2:20]4)[CH:14]=[N:13][CH:12]=3)=[CH:9][NH:8][C:5]2=[N:6][CH:7]=1. The catalyst class is: 5.